From a dataset of Reaction yield outcomes from USPTO patents with 853,638 reactions. Predict the reaction yield, written as a fraction of the theoretical maximum amount of product (1.0 means a 100% yield; for example, 0.34 means a 34% yield). (1) The yield is 0.690. The product is [Br:1][C:2]1[C:11]([CH2:12][OH:13])=[C:10]2[C:5]([NH:6][C:7]([CH3:16])([CH3:15])[C:8](=[O:14])[N:9]2[CH3:19])=[CH:4][CH:3]=1. The reactants are [Br:1][C:2]1[C:11]([CH2:12][OH:13])=[C:10]2[C:5]([NH:6][C:7]([CH3:16])([CH3:15])[C:8](=[O:14])[NH:9]2)=[CH:4][CH:3]=1.CI.[C:19](=O)([O-])[O-].[Cs+].[Cs+].C(OCC)(=O)C. The catalyst is CN(C)C=O.O. (2) The reactants are [Br:1][C:2]1[C:10]2[O:9][CH:8]([CH2:11][OH:12])[CH2:7][C:6]=2[CH:5]=[C:4]([CH2:13][CH3:14])[CH:3]=1.[C:15]1([CH3:25])[CH:20]=[CH:19][C:18]([S:21](Cl)(=[O:23])=[O:22])=[CH:17][CH:16]=1. No catalyst specified. The product is [CH3:25][C:15]1[CH:20]=[CH:19][C:18]([S:21]([O:12][CH2:11][CH:8]2[CH2:7][C:6]3[CH:5]=[C:4]([CH2:13][CH3:14])[CH:3]=[C:2]([Br:1])[C:10]=3[O:9]2)(=[O:23])=[O:22])=[CH:17][CH:16]=1. The yield is 0.920. (3) The reactants are [Br:1][C:2]1[CH:3]=[C:4]([CH:8]([C:10]2[CH:15]=[CH:14][CH:13]=[CH:12][CH:11]=2)O)[CH:5]=[CH:6][CH:7]=1.C(O)(C(F)(F)F)=O.[OH-].[Na+]. The catalyst is C(OCC)C. The product is [Br:1][C:2]1[CH:7]=[CH:6][CH:5]=[C:4]([CH2:8][C:10]2[CH:11]=[CH:12][CH:13]=[CH:14][CH:15]=2)[CH:3]=1. The yield is 1.00. (4) The product is [Cl:15][C:16]1[CH:17]=[C:18]2[C:23](=[CH:24][CH:25]=1)[C:22](=[O:26])[N:21]([C:27]1[CH:32]=[N:31][CH:30]=[CH:29][C:28]=1[CH2:33][N:39]1[CH2:40][CH2:41][N:36]([CH3:35])[CH2:37][CH2:38]1)[CH2:20][CH2:19]2. The reactants are [BH-](OC(C)=O)(OC(C)=O)OC(C)=O.[Na+].[Cl:15][C:16]1[CH:17]=[C:18]2[C:23](=[CH:24][CH:25]=1)[C:22](=[O:26])[N:21]([C:27]1[C:28]([CH:33]=O)=[CH:29][CH:30]=[N:31][CH:32]=1)[CH2:20][CH2:19]2.[CH3:35][N:36]1[CH2:41][CH2:40][NH:39][CH2:38][CH2:37]1. The catalyst is C(Cl)Cl.CO. The yield is 0.160.